From a dataset of NCI-60 drug combinations with 297,098 pairs across 59 cell lines. Regression. Given two drug SMILES strings and cell line genomic features, predict the synergy score measuring deviation from expected non-interaction effect. Drug 1: CC=C1C(=O)NC(C(=O)OC2CC(=O)NC(C(=O)NC(CSSCCC=C2)C(=O)N1)C(C)C)C(C)C. Drug 2: C(CN)CNCCSP(=O)(O)O. Cell line: SNB-75. Synergy scores: CSS=34.0, Synergy_ZIP=-3.10, Synergy_Bliss=-5.04, Synergy_Loewe=-35.8, Synergy_HSA=-4.81.